From a dataset of NCI-60 drug combinations with 297,098 pairs across 59 cell lines. Regression. Given two drug SMILES strings and cell line genomic features, predict the synergy score measuring deviation from expected non-interaction effect. (1) Drug 1: COC1=CC(=CC(=C1O)OC)C2C3C(COC3=O)C(C4=CC5=C(C=C24)OCO5)OC6C(C(C7C(O6)COC(O7)C8=CC=CS8)O)O. Drug 2: CCN(CC)CCNC(=O)C1=C(NC(=C1C)C=C2C3=C(C=CC(=C3)F)NC2=O)C. Cell line: TK-10. Synergy scores: CSS=17.5, Synergy_ZIP=-8.04, Synergy_Bliss=-1.82, Synergy_Loewe=-12.1, Synergy_HSA=-4.20. (2) Drug 1: CC1CCC2CC(C(=CC=CC=CC(CC(C(=O)C(C(C(=CC(C(=O)CC(OC(=O)C3CCCCN3C(=O)C(=O)C1(O2)O)C(C)CC4CCC(C(C4)OC)O)C)C)O)OC)C)C)C)OC. Drug 2: CC1CCCC2(C(O2)CC(NC(=O)CC(C(C(=O)C(C1O)C)(C)C)O)C(=CC3=CSC(=N3)C)C)C. Cell line: EKVX. Synergy scores: CSS=24.3, Synergy_ZIP=-9.89, Synergy_Bliss=-1.56, Synergy_Loewe=-3.40, Synergy_HSA=-0.735. (3) Cell line: UACC62. Drug 2: C1=CN(C=N1)CC(O)(P(=O)(O)O)P(=O)(O)O. Drug 1: CCN(CC)CCNC(=O)C1=C(NC(=C1C)C=C2C3=C(C=CC(=C3)F)NC2=O)C. Synergy scores: CSS=8.00, Synergy_ZIP=-0.632, Synergy_Bliss=1.19, Synergy_Loewe=3.26, Synergy_HSA=2.04. (4) Drug 1: C1=C(C(=O)NC(=O)N1)N(CCCl)CCCl. Drug 2: C1=NC2=C(N=C(N=C2N1C3C(C(C(O3)CO)O)F)Cl)N. Cell line: ACHN. Synergy scores: CSS=72.2, Synergy_ZIP=-0.0447, Synergy_Bliss=0.151, Synergy_Loewe=-0.347, Synergy_HSA=4.08. (5) Drug 2: CS(=O)(=O)OCCCCOS(=O)(=O)C. Drug 1: CC1=C(N=C(N=C1N)C(CC(=O)N)NCC(C(=O)N)N)C(=O)NC(C(C2=CN=CN2)OC3C(C(C(C(O3)CO)O)O)OC4C(C(C(C(O4)CO)O)OC(=O)N)O)C(=O)NC(C)C(C(C)C(=O)NC(C(C)O)C(=O)NCCC5=NC(=CS5)C6=NC(=CS6)C(=O)NCCC[S+](C)C)O. Synergy scores: CSS=45.8, Synergy_ZIP=-5.93, Synergy_Bliss=-1.24, Synergy_Loewe=-19.7, Synergy_HSA=2.30. Cell line: NCIH23. (6) Drug 1: CC1=C(C(CCC1)(C)C)C=CC(=CC=CC(=CC(=O)O)C)C. Drug 2: CC=C1C(=O)NC(C(=O)OC2CC(=O)NC(C(=O)NC(CSSCCC=C2)C(=O)N1)C(C)C)C(C)C. Cell line: 786-0. Synergy scores: CSS=2.70, Synergy_ZIP=-1.38, Synergy_Bliss=-0.558, Synergy_Loewe=-11.3, Synergy_HSA=-3.53. (7) Drug 1: C(=O)(N)NO. Drug 2: CC12CCC3C(C1CCC2OP(=O)(O)O)CCC4=C3C=CC(=C4)OC(=O)N(CCCl)CCCl.[Na+]. Cell line: HL-60(TB). Synergy scores: CSS=-33.6, Synergy_ZIP=18.0, Synergy_Bliss=8.06, Synergy_Loewe=-44.9, Synergy_HSA=-44.2.